This data is from Forward reaction prediction with 1.9M reactions from USPTO patents (1976-2016). The task is: Predict the product of the given reaction. (1) Given the reactants [CH:1]1[C:11]2[CH:10]=[CH:9][C:8]3[CH:12]=[CH:13][CH:14]=[CH:15][C:7]=3[C:6](=[CH:16][C:17](O)=[O:18])[C:5]=2[CH:4]=[CH:3][CH:2]=1.[NH2:20][CH2:21][CH2:22][CH2:23][NH:24][C:25](=[O:31])[O:26][C:27]([CH3:30])([CH3:29])[CH3:28].Cl.C(N=C=NCCCN(C)C)C.C(N(CC)CC)C, predict the reaction product. The product is: [CH:1]1[C:11]2[CH:10]=[CH:9][C:8]3[CH:12]=[CH:13][CH:14]=[CH:15][C:7]=3[C:6](=[CH:16][C:17]([NH:20][CH2:21][CH2:22][CH2:23][NH:24][C:25](=[O:31])[O:26][C:27]([CH3:29])([CH3:28])[CH3:30])=[O:18])[C:5]=2[CH:4]=[CH:3][CH:2]=1. (2) The product is: [O:19]([C:14]1[CH:15]=[CH:16][C:17](=[O:18])[N:12]([CH2:11][C:10]2[CH:26]=[CH:27][CH:28]=[C:8]([C:5]3[N:4]=[CH:3][C:2]([C:39]4[CH:38]=[N:37][N:36]([CH2:35][CH2:34][N:29]5[CH2:33][CH2:32][CH2:31][CH2:30]5)[CH:40]=4)=[CH:7][N:6]=3)[CH:9]=2)[N:13]=1)[C:20]1[CH:25]=[CH:24][CH:23]=[CH:22][CH:21]=1. Given the reactants Br[C:2]1[CH:3]=[N:4][C:5]([C:8]2[CH:9]=[C:10]([CH:26]=[CH:27][CH:28]=2)[CH2:11][N:12]2[C:17](=[O:18])[CH:16]=[CH:15][C:14]([O:19][C:20]3[CH:25]=[CH:24][CH:23]=[CH:22][CH:21]=3)=[N:13]2)=[N:6][CH:7]=1.[N:29]1([CH2:34][CH2:35][N:36]2[CH:40]=[C:39](B3OC(C)(C)C(C)(C)O3)[CH:38]=[N:37]2)[CH2:33][CH2:32][CH2:31][CH2:30]1.O.O.O.P([O-])([O-])([O-])=O.[K+].[K+].[K+].C(N(CC)CC)C, predict the reaction product. (3) Given the reactants [C:1]([C:5]1[CH:10]=[CH:9][CH:8]=[CH:7][C:6]=1[CH3:11])([CH3:4])([CH3:3])[CH3:2].C1C(=O)N([Br:19])C(=O)C1, predict the reaction product. The product is: [Br:19][CH2:11][C:6]1[CH:7]=[CH:8][CH:9]=[CH:10][C:5]=1[C:1]([CH3:4])([CH3:3])[CH3:2]. (4) Given the reactants [NH2:1][C:2]1[C:12]([Cl:13])=[C:11]([CH:14]=O)[C:10]([O:16][C:17]([F:20])([F:19])[F:18])=[CH:9][C:3]=1[C:4]([O:6][CH2:7][CH3:8])=[O:5].[NH:21]1[CH2:26][CH2:25][CH2:24][C@H:23]([NH:27][C:28](=[O:34])[O:29][C:30]([CH3:33])([CH3:32])[CH3:31])[CH2:22]1, predict the reaction product. The product is: [NH2:1][C:2]1[C:12]([Cl:13])=[C:11]([CH2:14][N:21]2[CH2:26][CH2:25][CH2:24][C@H:23]([NH:27][C:28]([O:29][C:30]([CH3:33])([CH3:32])[CH3:31])=[O:34])[CH2:22]2)[C:10]([O:16][C:17]([F:20])([F:19])[F:18])=[CH:9][C:3]=1[C:4]([O:6][CH2:7][CH3:8])=[O:5]. (5) Given the reactants [F:1][C:2]([F:31])([F:30])[O:3][C:4]1[CH:29]=[CH:28][C:7]([O:8][C:9]2[CH:14]=[CH:13][CH:12]=[CH:11][C:10]=2[NH:15][S:16]([C:19]2[CH:27]=[CH:26][C:22]([C:23]([OH:25])=O)=[CH:21][CH:20]=2)(=[O:18])=[O:17])=[CH:6][CH:5]=1.[N:32]1[CH:37]=[CH:36][CH:35]=[N:34][C:33]=1[N:38]1[CH2:43][CH2:42][N:41]([CH2:44][CH2:45][NH2:46])[CH2:40][CH2:39]1, predict the reaction product. The product is: [N:32]1[CH:37]=[CH:36][CH:35]=[N:34][C:33]=1[N:38]1[CH2:43][CH2:42][N:41]([CH2:44][CH2:45][NH:46][C:23](=[O:25])[C:22]2[CH:26]=[CH:27][C:19]([S:16](=[O:18])(=[O:17])[NH:15][C:10]3[CH:11]=[CH:12][CH:13]=[CH:14][C:9]=3[O:8][C:7]3[CH:28]=[CH:29][C:4]([O:3][C:2]([F:1])([F:31])[F:30])=[CH:5][CH:6]=3)=[CH:20][CH:21]=2)[CH2:40][CH2:39]1.